This data is from Reaction yield outcomes from USPTO patents with 853,638 reactions. The task is: Predict the reaction yield, written as a fraction of the theoretical maximum amount of product (1.0 means a 100% yield; for example, 0.34 means a 34% yield). (1) The reactants are [C:1](=[O:4])([O-])[O-:2].[K+].[K+].OC1CN[C@H](C(O)=O)C1.[CH3:16][C:17]1[CH:22]=[CH:21][CH:20]=[CH:19][C:18]=1[C:23]1[CH:31]=[CH:30][C:26](C(Cl)=O)=[CH:25][CH:24]=1. The catalyst is O.O1CCCC1.C1(C)C=CC=CC=1. The product is [CH3:16][C:17]1[CH:22]=[CH:21][CH:20]=[CH:19][C:18]=1[C:23]1[CH:31]=[CH:30][C:26]([C:1]([OH:2])=[O:4])=[CH:25][CH:24]=1. The yield is 0.970. (2) The reactants are COC[O:4][C:5]1[CH:10]=[C:9]([O:11]COC)[C:8]([CH:15]([CH3:17])[CH3:16])=[CH:7][C:6]=1[C:18]1[N:19]([C:24]2[CH:29]=[CH:28][C:27]([O:30]C)=[CH:26][CH:25]=2)[C:20](=[O:23])[NH:21][N:22]=1.ClCCCl. The catalyst is CCCCCC. The product is [OH:4][C:5]1[CH:10]=[C:9]([OH:11])[C:8]([CH:15]([CH3:17])[CH3:16])=[CH:7][C:6]=1[C:18]1[N:19]([C:24]2[CH:29]=[CH:28][C:27]([OH:30])=[CH:26][CH:25]=2)[C:20](=[O:23])[NH:21][N:22]=1. The yield is 0.148. (3) The reactants are Br[C:2]1[C:10]2[O:9][C:8]([C:11]3[CH:16]=[CH:15][C:14]([OH:17])=[C:13]([F:18])[CH:12]=3)=[N:7][C:6]=2[CH:5]=[C:4]([OH:19])[CH:3]=1.[CH2:20]([Sn](CCCC)(CCCC)C=C)[CH2:21]CC.C(OCCOCC)C. The catalyst is CC1C=CC=CC=1[P](C1C=CC=CC=1C)([Pd](Cl)(Cl)[P](C1=C(C)C=CC=C1)(C1C=CC=CC=1C)C1C=CC=CC=1C)C1C=CC=CC=1C. The product is [F:18][C:13]1[CH:12]=[C:11]([C:8]2[O:9][C:10]3[C:2]([CH:20]=[CH2:21])=[CH:3][C:4]([OH:19])=[CH:5][C:6]=3[N:7]=2)[CH:16]=[CH:15][C:14]=1[OH:17]. The yield is 0.720. (4) The reactants are [Cl:1]N1C(=O)CCC1=O.CN(C)C=O.[Br:14][C:15]1[CH:16]=[CH:17][C:18]([NH2:21])=[N:19][CH:20]=1.[OH-].[Na+]. The catalyst is O. The product is [Br:14][C:15]1[CH:16]=[C:17]([Cl:1])[C:18]([NH2:21])=[N:19][CH:20]=1. The yield is 0.880. (5) The reactants are [C:1]1([S:7]([C:9]2[CH:14]=[CH:13][CH:12]=[CH:11][CH:10]=2)=O)[CH:6]=[CH:5][CH:4]=[CH:3][CH:2]=1.[Br-:15].[Al+3].[Br-].[Br-]. The catalyst is C1C=CC=CC=1. The product is [Br-:15].[C:1]1([S+:7]([C:1]2[CH:6]=[CH:5][CH:4]=[CH:3][CH:2]=2)[C:9]2[CH:14]=[CH:13][CH:12]=[CH:11][CH:10]=2)[CH:6]=[CH:5][CH:4]=[CH:3][CH:2]=1. The yield is 0.640.